This data is from Full USPTO retrosynthesis dataset with 1.9M reactions from patents (1976-2016). The task is: Predict the reactants needed to synthesize the given product. (1) The reactants are: [CH3:1][N:2]1[CH:6]2[CH2:7][CH:8]([OH:10])[CH2:9][CH:3]1[CH2:4][CH2:5]2.[Li]CCCC.[Cl:16][C:17]1[N:22]=[C:21](Cl)[N:20]=[C:19]([N:24]2[CH2:29][CH2:28][O:27][CH2:26][CH2:25]2)[N:18]=1.CCOCC. Given the product [Cl:16][C:17]1[N:18]=[C:19]([N:24]2[CH2:25][CH2:26][O:27][CH2:28][CH2:29]2)[N:20]=[C:21]([O:10][CH:8]2[CH2:9][CH:3]3[N:2]([CH3:1])[CH:6]([CH2:5][CH2:4]3)[CH2:7]2)[N:22]=1, predict the reactants needed to synthesize it. (2) Given the product [CH2:1]([O:8][C:9]1[C:25]([O:26][CH3:27])=[CH:24][C:12]([C:13]([N:15]2[CH2:19][C@H:18]([OH:20])[CH2:17][C@H:16]2[CH2:21][OH:22])=[O:14])=[C:11]([N+:28]([O-:30])=[O:29])[CH:10]=1)[C:2]1[CH:7]=[CH:6][CH:5]=[CH:4][CH:3]=1, predict the reactants needed to synthesize it. The reactants are: [CH2:1]([O:8][C:9]1[C:25]([O:26][CH3:27])=[CH:24][C:12]([C:13]([N:15]2[CH2:19][C@H:18]([OH:20])[CH2:17][C@H:16]2[C:21]([O-])=[O:22])=[O:14])=[C:11]([N+:28]([O-:30])=[O:29])[CH:10]=1)[C:2]1[CH:7]=[CH:6][CH:5]=[CH:4][CH:3]=1.[Li+].[BH4-].CCOC(C)=O. (3) Given the product [Si:1]([O:8][C@H:9]1[CH2:10][C:11](=[O:15])[N:12]([C:17]2[CH:24]=[CH:23][C:20]([C:21]#[N:22])=[C:19]([C:25]([F:26])([F:28])[F:27])[CH:18]=2)[C@H:13]1[CH3:14])([C:4]([CH3:7])([CH3:6])[CH3:5])([CH3:3])[CH3:2], predict the reactants needed to synthesize it. The reactants are: [Si:1]([O:8][C@@H:9]1[C@H:13]([CH3:14])[NH:12][C:11](=[O:15])[CH2:10]1)([C:4]([CH3:7])([CH3:6])[CH3:5])([CH3:3])[CH3:2].I[C:17]1[CH:24]=[CH:23][C:20]([C:21]#[N:22])=[C:19]([C:25]([F:28])([F:27])[F:26])[CH:18]=1.C(=O)([O-])[O-].[Cs+].[Cs+].C1(P(C2C=CC=CC=2)C2C3OC4C(=CC=CC=4P(C4C=CC=CC=4)C4C=CC=CC=4)C(C)(C)C=3C=CC=2)C=CC=CC=1. (4) Given the product [C:9]([C:8]1[CH:11]=[CH:12][C:5]([CH:3]([N:2]([CH3:1])[CH2:14][C:15]([O:17][C:18]([CH3:21])([CH3:20])[CH3:19])=[O:16])[CH3:4])=[CH:6][CH:7]=1)#[N:10], predict the reactants needed to synthesize it. The reactants are: [CH3:1][NH:2][CH:3]([C:5]1[CH:12]=[CH:11][C:8]([C:9]#[N:10])=[CH:7][CH:6]=1)[CH3:4].Br[CH2:14][C:15]([O:17][C:18]([CH3:21])([CH3:20])[CH3:19])=[O:16]. (5) Given the product [CH3:61][C:62]([CH3:69])([CH3:68])[CH:63]=[CH:64][C:2]1[CH:15]=[CH:14][C:13]2[O:12][C:11]3[C:6](=[CH:7][C:8]([C:16]4[CH:17]=[N:18][CH:19]=[N:20][CH:21]=4)=[CH:9][CH:10]=3)[C:5]3([CH2:25][O:24][C:23]([NH2:26])=[N:22]3)[C:4]=2[CH:3]=1, predict the reactants needed to synthesize it. The reactants are: Cl[C:2]1[CH:15]=[CH:14][C:13]2[O:12][C:11]3[C:6](=[CH:7][C:8]([C:16]4[CH:17]=[N:18][CH:19]=[N:20][CH:21]=4)=[CH:9][CH:10]=3)[C:5]3([CH2:25][O:24][C:23]([NH2:26])=[N:22]3)[C:4]=2[CH:3]=1.CC(C1C=C(C(C)C)C(C2C=CC=CC=2P(C2CCCCC2)C2CCCCC2)=C(C(C)C)C=1)C.[CH3:61][C:62]([CH3:69])([CH3:68])/[CH:63]=[CH:64]/B(O)O.P([O-])([O-])([O-])=O.[K+].[K+].[K+]. (6) Given the product [CH2:1]([C:8]1[C:13](=[O:14])[N:12]2[CH2:15][CH2:16][S:17][C:11]2=[N:10][C:9]=1[CH:18]([N:26]1[C:22](=[O:32])[C:23]2[C:24](=[CH:28][CH:29]=[CH:30][CH:31]=2)[C:25]1=[O:27])[CH2:19][CH3:20])[C:2]1[CH:7]=[CH:6][CH:5]=[CH:4][CH:3]=1, predict the reactants needed to synthesize it. The reactants are: [CH2:1]([C:8]1[C:13](=[O:14])[N:12]2[CH2:15][CH2:16][S:17][C:11]2=[N:10][C:9]=1[CH:18](O)[CH2:19][CH3:20])[C:2]1[CH:7]=[CH:6][CH:5]=[CH:4][CH:3]=1.[C:22]1(=[O:32])[NH:26][C:25](=[O:27])[C:24]2=[CH:28][CH:29]=[CH:30][CH:31]=[C:23]12.C1(P(C2C=CC=CC=2)C2C=CC=CC=2)C=CC=CC=1.N(C(OC(C)C)=O)=NC(OC(C)C)=O. (7) Given the product [CH3:33][C:32]([CH3:35])([CH3:34])[CH2:31][C:11]1[CH:12]=[C:13]([O:16][CH2:17][C:18]2[CH:23]=[C:22]([CH2:24][CH2:25][C:26]([OH:28])=[O:27])[CH:21]=[CH:20][N:19]=2)[CH:14]=[CH:15][C:10]=1[C:3]1[CH:4]=[C:5]([O:8][CH3:9])[CH:6]=[CH:7][C:2]=1[F:1], predict the reactants needed to synthesize it. The reactants are: [F:1][C:2]1[CH:7]=[CH:6][C:5]([O:8][CH3:9])=[CH:4][C:3]=1[C:10]1[CH:15]=[CH:14][C:13]([O:16][CH2:17][C:18]2[CH:23]=[C:22]([CH2:24][CH2:25][C:26]([O:28]CC)=[O:27])[CH:21]=[CH:20][N:19]=2)=[CH:12][C:11]=1[CH2:31][C:32]([CH3:35])([CH3:34])[CH3:33].[OH-].[Na+].Cl.